Dataset: Full USPTO retrosynthesis dataset with 1.9M reactions from patents (1976-2016). Task: Predict the reactants needed to synthesize the given product. (1) Given the product [Si:1]([O:8][C@@H:9]1[C:18]2[C:13](=[CH:14][C:15]([CH:38]3[CH2:39][CH2:40][CH2:41][CH2:42]3)=[C:16]([CH:26]([C:28]3[CH:33]=[CH:32][C:31]([C:34]([F:36])([F:37])[F:35])=[CH:30][CH:29]=3)[OH:27])[C:17]=2[C:19]2[CH:24]=[CH:23][C:22]([F:25])=[CH:21][CH:20]=2)[O:12][C:11]([CH3:44])([CH3:43])[CH2:10]1)([C:4]([CH3:7])([CH3:6])[CH3:5])([CH3:3])[CH3:2], predict the reactants needed to synthesize it. The reactants are: [Si:1]([O:8][C@@H:9]1[C:18]2[C:13](=[CH:14][C:15]([CH:38]3[CH2:42][CH2:41][CH2:40][CH2:39]3)=[C:16]([C:26]([C:28]3[CH:33]=[CH:32][C:31]([C:34]([F:37])([F:36])[F:35])=[CH:30][CH:29]=3)=[O:27])[C:17]=2[C:19]2[CH:24]=[CH:23][C:22]([F:25])=[CH:21][CH:20]=2)[O:12][C:11]([CH3:44])([CH3:43])[CH2:10]1)([C:4]([CH3:7])([CH3:6])[CH3:5])([CH3:3])[CH3:2].[H-].C([Al+]CC(C)C)C(C)C.[Na].C(C(C(C([O-])=O)O)O)([O-])=O.[K+].[K+]. (2) Given the product [CH:4]([C:5]1[S:6][CH:7]=[C:8]([C:10]([O:12][CH2:13][CH3:14])=[O:11])[N:9]=1)=[O:3], predict the reactants needed to synthesize it. The reactants are: C([O:3][CH:4](OCC)[C:5]1[S:6][CH:7]=[C:8]([C:10]([O:12][CH2:13][CH3:14])=[O:11])[N:9]=1)C.Cl. (3) Given the product [Cl:1][C:2]1[CH:31]=[CH:30][C:5]([CH2:6][C:7]2[N:8]=[C:9]([CH2:26][CH:27]([CH3:29])[CH3:28])[C:10]3[N:15]=[C:14]([C:16]4[CH:21]=[C:20]([CH3:22])[C:19]([OH:23])=[C:18]([CH3:25])[CH:17]=4)[O:13][C:11]=3[N:12]=2)=[CH:4][CH:3]=1, predict the reactants needed to synthesize it. The reactants are: [Cl:1][C:2]1[CH:31]=[CH:30][C:5]([CH2:6][C:7]2[N:8]=[C:9]([CH2:26][CH:27]([CH3:29])[CH3:28])[C:10]3[N:15]=[C:14]([C:16]4[CH:21]=[C:20]([CH3:22])[C:19]([O:23]C)=[C:18]([CH3:25])[CH:17]=4)[O:13][C:11]=3[N:12]=2)=[CH:4][CH:3]=1.B(Br)(Br)Br.